The task is: Predict the reaction yield, written as a fraction of the theoretical maximum amount of product (1.0 means a 100% yield; for example, 0.34 means a 34% yield).. This data is from Reaction yield outcomes from USPTO patents with 853,638 reactions. (1) The reactants are [F:1][C:2]1[CH:7]=[CH:6][C:5]([C@@H:8]([NH:10][CH2:11][CH2:12][C:13]2([OH:26])[CH2:25][CH2:24][C:16]3([O:21]CC(C)(C)CO3)[CH2:15][CH2:14]2)[CH3:9])=[CH:4][CH:3]=1.Cl[C:28](Cl)([O:30]C(=O)OC(Cl)(Cl)Cl)Cl. No catalyst specified. The product is [F:1][C:2]1[CH:3]=[CH:4][C:5]([C@@H:8]([N:10]2[CH2:11][CH2:12][C:13]3([CH2:14][CH2:15][C:16](=[O:21])[CH2:24][CH2:25]3)[O:26][C:28]2=[O:30])[CH3:9])=[CH:6][CH:7]=1. The yield is 0.500. (2) The reactants are [CH3:1][N:2]1[C:6]([C:7]2[S:8][C:9]3[N:10]=[CH:11][N:12]=[C:13]([NH2:16])[C:14]=3[N:15]=2)=[C:5]([C:17]2[CH:22]=[CH:21][CH:20]=[CH:19][CH:18]=2)[N:4]=[CH:3]1.[C:23](Cl)(=[O:30])[C:24]1[CH:29]=[CH:28][CH:27]=[CH:26][CH:25]=1.C(N([CH2:37][CH3:38])CC)C.[C:39]([O-:42])(O)=O.[Na+]. The catalyst is N1C=CC=CC=1. The product is [C:23]([N:16]([C:13]1[C:14]2[N:15]=[C:7]([C:6]3[N:2]([CH3:1])[CH:3]=[N:4][C:5]=3[C:17]3[CH:18]=[CH:19][CH:20]=[CH:21][CH:22]=3)[S:8][C:9]=2[N:10]=[CH:11][N:12]=1)[C:39](=[O:42])[C:38]1[CH:37]=[CH:7][CH:6]=[CH:5][CH:17]=1)(=[O:30])[C:24]1[CH:29]=[CH:28][CH:27]=[CH:26][CH:25]=1. The yield is 0.680. (3) The catalyst is O1CCCC1.C(OCC)(=O)C. The yield is 0.840. The reactants are [BH4-].[Na+].B(F)(F)F.CCOCC.[Br:12][C:13]1[CH:21]=[CH:20][C:16]([C:17](O)=[O:18])=[CH:15][C:14]=1[F:22]. The product is [Br:12][C:13]1[CH:21]=[CH:20][C:16]([CH2:17][OH:18])=[CH:15][C:14]=1[F:22]. (4) The reactants are N(C(OC(C)(C)C)=O)=NC(OC(C)(C)C)=O.C(P(CCCC)CCCC)CCC.[Cl:30][C:31]1[C:39]([F:40])=[CH:38][CH:37]=[C:36]2[C:32]=1[CH2:33][CH2:34][N:35]2[C@@H:41]([CH2:51][CH2:52]O)[C:42]([NH:44][C:45]1[CH:50]=[CH:49][CH:48]=[CH:47][CH:46]=1)=[O:43]. The catalyst is C1COCC1. The product is [Cl:30][C:31]1[C:39]([F:40])=[CH:38][CH:37]=[C:36]2[C:32]=1[CH2:33][CH2:34][N:35]2[C@H:41]1[CH2:51][CH2:52][N:44]([C:45]2[CH:50]=[CH:49][CH:48]=[CH:47][CH:46]=2)[C:42]1=[O:43]. The yield is 0.820. (5) The reactants are Br[C:2]1[CH:16]=[CH:15][C:5]([C:6]([C@@H:8]2[CH2:10][C@H:9]2[C:11]([O:13][CH3:14])=[O:12])=[O:7])=[CH:4][CH:3]=1.[NH2:17][C:18]1[CH:23]=[CH:22][C:21](B(O)O)=[CH:20][CH:19]=1.C([O-])([O-])=O.[Na+].[Na+].ClCCl. The catalyst is CCOC(C)=O.C1C=CC(P(C2C=CC=CC=2)[C-]2C=CC=C2)=CC=1.C1C=CC(P(C2C=CC=CC=2)[C-]2C=CC=C2)=CC=1.Cl[Pd]Cl.[Fe+2].CCO.C1(C)C=CC=CC=1. The product is [NH2:17][C:18]1[CH:23]=[CH:22][C:21]([C:2]2[CH:16]=[CH:15][C:5]([C:6]([C@@H:8]3[CH2:10][C@H:9]3[C:11]([O:13][CH3:14])=[O:12])=[O:7])=[CH:4][CH:3]=2)=[CH:20][CH:19]=1. The yield is 0.660. (6) The reactants are [CH2:1]([Mg]Br)[CH3:2].[Cl-].[CH:6]([C:9]1[CH:14]=[CH:13][CH:12]=[C:11]([CH:15](C)[CH3:16])C=1[NH+]1CCN(C2[C:9]([CH:6](C)[CH3:7])=[CH:14][CH:13]=[CH:12][C:11]=2[CH:15](C)[CH3:16])C1)(C)[CH3:7].C1(P(C2C=CC=CC=2)C2C=CC=CC=2)C=CC=CC=1.C(C1C=CC(Cl)=CC=1)CCC.FC1C=C([Mg]Br)C=CC=1F.C(C(C(C([O-])=O)O)O)([O-])=O.[K+].[Na+]. The catalyst is C1COCC1. The product is [CH3:7][CH2:6][CH2:9][CH2:14][CH2:13][CH2:12][CH2:11][CH2:15][CH2:16][CH2:1][CH3:2]. The yield is 0.840. (7) The reactants are S(=O)(=O)(O)O.[Br:6][C:7]1[CH:8]=[C:9]([Cl:15])[C:10]([CH:13]=[O:14])=[N:11][CH:12]=1.[CH2:16]([OH:20])[CH2:17][CH:18]=C.[C:21]([O-])(O)=O.[Na+]. No catalyst specified. The product is [Br:6][C:7]1[CH:8]=[C:9]([Cl:15])[C:10]([CH:13]2[CH2:21][CH:16]([OH:20])[CH2:17][CH2:18][O:14]2)=[N:11][CH:12]=1. The yield is 0.170.